This data is from NCI-60 drug combinations with 297,098 pairs across 59 cell lines. The task is: Regression. Given two drug SMILES strings and cell line genomic features, predict the synergy score measuring deviation from expected non-interaction effect. (1) Synergy scores: CSS=22.1, Synergy_ZIP=-4.27, Synergy_Bliss=-0.737, Synergy_Loewe=-0.808, Synergy_HSA=-0.742. Drug 2: CCC1(CC2CC(C3=C(CCN(C2)C1)C4=CC=CC=C4N3)(C5=C(C=C6C(=C5)C78CCN9C7C(C=CC9)(C(C(C8N6C)(C(=O)OC)O)OC(=O)C)CC)OC)C(=O)OC)O.OS(=O)(=O)O. Cell line: TK-10. Drug 1: C1=CN(C(=O)N=C1N)C2C(C(C(O2)CO)O)O.Cl. (2) Drug 1: CCCS(=O)(=O)NC1=C(C(=C(C=C1)F)C(=O)C2=CNC3=C2C=C(C=N3)C4=CC=C(C=C4)Cl)F. Drug 2: CC12CCC3C(C1CCC2=O)CC(=C)C4=CC(=O)C=CC34C. Cell line: SK-MEL-28. Synergy scores: CSS=45.4, Synergy_ZIP=1.17, Synergy_Bliss=2.84, Synergy_Loewe=0.321, Synergy_HSA=5.53. (3) Drug 1: CC1C(C(CC(O1)OC2CC(CC3=C2C(=C4C(=C3O)C(=O)C5=C(C4=O)C(=CC=C5)OC)O)(C(=O)CO)O)N)O.Cl. Drug 2: CC(C)NC(=O)C1=CC=C(C=C1)CNNC.Cl. Cell line: MDA-MB-231. Synergy scores: CSS=9.12, Synergy_ZIP=-0.0402, Synergy_Bliss=4.45, Synergy_Loewe=6.82, Synergy_HSA=6.49. (4) Drug 1: COC1=CC(=CC(=C1O)OC)C2C3C(COC3=O)C(C4=CC5=C(C=C24)OCO5)OC6C(C(C7C(O6)COC(O7)C8=CC=CS8)O)O. Drug 2: C1CN(CCN1C(=O)CCBr)C(=O)CCBr. Cell line: HOP-92. Synergy scores: CSS=50.8, Synergy_ZIP=-1.05, Synergy_Bliss=1.99, Synergy_Loewe=-20.0, Synergy_HSA=5.56. (5) Synergy scores: CSS=43.0, Synergy_ZIP=3.58, Synergy_Bliss=5.03, Synergy_Loewe=-25.4, Synergy_HSA=4.91. Cell line: SNB-19. Drug 1: CCC1=CC2CC(C3=C(CN(C2)C1)C4=CC=CC=C4N3)(C5=C(C=C6C(=C5)C78CCN9C7C(C=CC9)(C(C(C8N6C)(C(=O)OC)O)OC(=O)C)CC)OC)C(=O)OC.C(C(C(=O)O)O)(C(=O)O)O. Drug 2: CCC(=C(C1=CC=CC=C1)C2=CC=C(C=C2)OCCN(C)C)C3=CC=CC=C3.C(C(=O)O)C(CC(=O)O)(C(=O)O)O.